The task is: Regression. Given two drug SMILES strings and cell line genomic features, predict the synergy score measuring deviation from expected non-interaction effect.. This data is from Merck oncology drug combination screen with 23,052 pairs across 39 cell lines. (1) Drug 1: O=C(O)C1(Cc2cccc(Nc3nccs3)n2)CCC(Oc2cccc(Cl)c2F)CC1. Drug 2: O=C(NOCC(O)CO)c1ccc(F)c(F)c1Nc1ccc(I)cc1F. Cell line: NCIH520. Synergy scores: synergy=-10.1. (2) Drug 1: N.N.O=C(O)C1(C(=O)O)CCC1.[Pt]. Drug 2: COC1CC2CCC(C)C(O)(O2)C(=O)C(=O)N2CCCCC2C(=O)OC(C(C)CC2CCC(OP(C)(C)=O)C(OC)C2)CC(=O)C(C)C=C(C)C(O)C(OC)C(=O)C(C)CC(C)C=CC=CC=C1C. Cell line: NCIH1650. Synergy scores: synergy=27.2. (3) Drug 1: CN1C(=O)C=CC2(C)C3CCC4(C)C(NC(=O)OCC(F)(F)F)CCC4C3CCC12. Drug 2: N.N.O=C(O)C1(C(=O)O)CCC1.[Pt]. Cell line: OV90. Synergy scores: synergy=0.554. (4) Drug 1: N.N.O=C(O)C1(C(=O)O)CCC1.[Pt]. Drug 2: CCN(CC)CCNC(=O)c1c(C)[nH]c(C=C2C(=O)Nc3ccc(F)cc32)c1C. Cell line: OVCAR3. Synergy scores: synergy=12.9. (5) Drug 1: COC12C(COC(N)=O)C3=C(C(=O)C(C)=C(N)C3=O)N1CC1NC12. Drug 2: CCc1cnn2c(NCc3ccc[n+]([O-])c3)cc(N3CCCCC3CCO)nc12. Cell line: HT29. Synergy scores: synergy=7.98. (6) Drug 1: O=P1(N(CCCl)CCCl)NCCCO1. Drug 2: Cc1nc(Nc2ncc(C(=O)Nc3c(C)cccc3Cl)s2)cc(N2CCN(CCO)CC2)n1. Cell line: PA1. Synergy scores: synergy=3.59.